This data is from NCI-60 drug combinations with 297,098 pairs across 59 cell lines. The task is: Regression. Given two drug SMILES strings and cell line genomic features, predict the synergy score measuring deviation from expected non-interaction effect. (1) Drug 1: CC1=C2C(C(=O)C3(C(CC4C(C3C(C(C2(C)C)(CC1OC(=O)C(C(C5=CC=CC=C5)NC(=O)OC(C)(C)C)O)O)OC(=O)C6=CC=CC=C6)(CO4)OC(=O)C)O)C)O. Drug 2: C(CCl)NC(=O)N(CCCl)N=O. Cell line: MDA-MB-231. Synergy scores: CSS=20.6, Synergy_ZIP=-6.78, Synergy_Bliss=-3.83, Synergy_Loewe=-0.530, Synergy_HSA=0.102. (2) Drug 1: C1=CC(=C(C=C1I)F)NC2=C(C=CC(=C2F)F)C(=O)NOCC(CO)O. Drug 2: CC1=C(C(=CC=C1)Cl)NC(=O)C2=CN=C(S2)NC3=CC(=NC(=N3)C)N4CCN(CC4)CCO. Cell line: UACC62. Synergy scores: CSS=44.8, Synergy_ZIP=-0.780, Synergy_Bliss=-2.82, Synergy_Loewe=-6.01, Synergy_HSA=0.540.